From a dataset of Peptide-MHC class II binding affinity with 134,281 pairs from IEDB. Regression. Given a peptide amino acid sequence and an MHC pseudo amino acid sequence, predict their binding affinity value. This is MHC class II binding data. (1) The peptide sequence is APADDKFTVFEAAFN. The MHC is HLA-DPA10103-DPB10201 with pseudo-sequence HLA-DPA10103-DPB10201. The binding affinity (normalized) is 0.658. (2) The peptide sequence is GELQIVDKIDNAFKI. The MHC is DRB1_0404 with pseudo-sequence DRB1_0404. The binding affinity (normalized) is 0.699. (3) The peptide sequence is KQAYAATVATAPEVK. The binding affinity (normalized) is 0. The MHC is HLA-DQA10101-DQB10501 with pseudo-sequence HLA-DQA10101-DQB10501. (4) The peptide sequence is AQLSQLISLLPSTLQ. The MHC is HLA-DQA10501-DQB10201 with pseudo-sequence HLA-DQA10501-DQB10201. The binding affinity (normalized) is 0.416. (5) The peptide sequence is SPEVIPMFSALSEGAT. The MHC is HLA-DQA10104-DQB10503 with pseudo-sequence HLA-DQA10104-DQB10503. The binding affinity (normalized) is 0.192. (6) The peptide sequence is IITPTNVSHIQSAVV. The MHC is HLA-DPA10301-DPB10402 with pseudo-sequence HLA-DPA10301-DPB10402. The binding affinity (normalized) is 0.350.